Dataset: Full USPTO retrosynthesis dataset with 1.9M reactions from patents (1976-2016). Task: Predict the reactants needed to synthesize the given product. Given the product [F:1][C:2]1[C:3]([F:12])=[CH:4][C:5]2[S:9][C:8](=[N:10][C:34](=[O:36])[C:33]3[CH:39]=[CH:40][C:23]([CH3:24])=[CH:22][CH:21]=3)[N:7]([CH:14]([CH2:19][CH3:20])[C:15]([OH:17])=[O:16])[C:6]=2[CH:11]=1, predict the reactants needed to synthesize it. The reactants are: [F:1][C:2]1[C:3]([F:12])=[CH:4][C:5]2[S:9][C:8]([NH2:10])=[N:7][C:6]=2[CH:11]=1.Br[CH:14]([CH2:19][CH3:20])[C:15]([O:17]C)=[O:16].[CH3:21][C:22]1C=CC2N=C(N)S[C:24]=2[CH:23]=1.Br[CH:33]([CH2:39][CH3:40])[C:34]([O:36]CC)=O.